From a dataset of Peptide-MHC class I binding affinity with 185,985 pairs from IEDB/IMGT. Regression. Given a peptide amino acid sequence and an MHC pseudo amino acid sequence, predict their binding affinity value. This is MHC class I binding data. (1) The peptide sequence is ASPMLYQLL. The MHC is HLA-B15:01 with pseudo-sequence HLA-B15:01. The binding affinity (normalized) is 0.0273. (2) The peptide sequence is ILYKRETTR. The MHC is HLA-B38:01 with pseudo-sequence HLA-B38:01. The binding affinity (normalized) is 0. (3) The peptide sequence is LGENMAPEK. The MHC is HLA-A68:01 with pseudo-sequence HLA-A68:01. The binding affinity (normalized) is 0.0863. (4) The peptide sequence is YTAVVPLVR. The MHC is HLA-A29:02 with pseudo-sequence HLA-A29:02. The binding affinity (normalized) is 0.00212. (5) The peptide sequence is VSFLISWSL. The MHC is HLA-B58:01 with pseudo-sequence HLA-B58:01. The binding affinity (normalized) is 0.273.